This data is from NCI-60 drug combinations with 297,098 pairs across 59 cell lines. The task is: Regression. Given two drug SMILES strings and cell line genomic features, predict the synergy score measuring deviation from expected non-interaction effect. Drug 1: C1=NC(=NC(=O)N1C2C(C(C(O2)CO)O)O)N. Synergy scores: CSS=17.6, Synergy_ZIP=-1.91, Synergy_Bliss=3.19, Synergy_Loewe=2.96, Synergy_HSA=6.18. Cell line: NCI/ADR-RES. Drug 2: CC1CCCC2(C(O2)CC(NC(=O)CC(C(C(=O)C(C1O)C)(C)C)O)C(=CC3=CSC(=N3)C)C)C.